From a dataset of Peptide-MHC class I binding affinity with 185,985 pairs from IEDB/IMGT. Regression. Given a peptide amino acid sequence and an MHC pseudo amino acid sequence, predict their binding affinity value. This is MHC class I binding data. (1) The peptide sequence is LPAEVRAAF. The MHC is HLA-B15:01 with pseudo-sequence HLA-B15:01. The binding affinity (normalized) is 0.0847. (2) The binding affinity (normalized) is 0. The MHC is HLA-A01:01 with pseudo-sequence HLA-A01:01. The peptide sequence is ETDLRSEFD. (3) The peptide sequence is SFEPIPIHY. The binding affinity (normalized) is 0.0163. The MHC is HLA-B40:02 with pseudo-sequence HLA-B40:02. (4) The peptide sequence is YAMAIRQAI. The MHC is BoLA-HD6 with pseudo-sequence BoLA-HD6. The binding affinity (normalized) is 0.246. (5) The peptide sequence is KVGYFQHGA. The MHC is HLA-A02:12 with pseudo-sequence HLA-A02:12. The binding affinity (normalized) is 0.525.